Task: Predict the reactants needed to synthesize the given product.. Dataset: Full USPTO retrosynthesis dataset with 1.9M reactions from patents (1976-2016) (1) Given the product [OH:23][C:3]1([C:1]#[C:2][C:25]2[C:26]([CH3:35])=[C:27]([C:30]([O:33][CH3:34])=[CH:31][CH:32]=2)[C:28]#[N:29])[CH2:4][CH2:5][N:6]([C:9](=[O:22])[CH2:10][C:11]2[CH:16]=[CH:15][C:14]([N:17]3[CH:21]=[N:20][N:19]=[N:18]3)=[CH:13][CH:12]=2)[CH2:7][CH2:8]1, predict the reactants needed to synthesize it. The reactants are: [C:1]([C:3]1([OH:23])[CH2:8][CH2:7][N:6]([C:9](=[O:22])[CH2:10][C:11]2[CH:16]=[CH:15][C:14]([N:17]3[CH:21]=[N:20][N:19]=[N:18]3)=[CH:13][CH:12]=2)[CH2:5][CH2:4]1)#[CH:2].Br[C:25]1[C:26]([CH3:35])=[C:27]([C:30]([O:33][CH3:34])=[CH:31][CH:32]=1)[C:28]#[N:29]. (2) Given the product [CH3:8][N:9]([C:22]([C:12]1[C:21]2[C:16](=[CH:17][CH:18]=[CH:19][CH:20]=2)[CH:15]=[CH:14][CH:13]=1)=[O:23])[O:10][CH3:11], predict the reactants needed to synthesize it. The reactants are: N1C=CC=CC=1.Cl.[CH3:8][NH:9][O:10][CH3:11].[C:12]1([C:22](Cl)=[O:23])[C:21]2[C:16](=[CH:17][CH:18]=[CH:19][CH:20]=2)[CH:15]=[CH:14][CH:13]=1.O.